This data is from Full USPTO retrosynthesis dataset with 1.9M reactions from patents (1976-2016). The task is: Predict the reactants needed to synthesize the given product. (1) Given the product [NH2:9][C:10]1[O:11][C@@H:12]2[C@H:14]([C@@:15]([C:18]3[CH:19]=[C:20]([NH:25][C:26]([C:28]4[CH:33]=[N:32][C:31]([O:34][CH3:35])=[CH:30][N:29]=4)=[O:27])[CH:21]=[CH:22][C:23]=3[F:24])([CH3:17])[N:16]=1)[CH2:13]2, predict the reactants needed to synthesize it. The reactants are: C([NH:9][C:10]1[O:11][C@@H:12]2[C@H:14]([C@@:15]([C:18]3[CH:19]=[C:20]([NH:25][C:26]([C:28]4[CH:33]=[N:32][C:31]([O:34][CH3:35])=[CH:30][N:29]=4)=[O:27])[CH:21]=[CH:22][C:23]=3[F:24])([CH3:17])[N:16]=1)[CH2:13]2)(=O)C1C=CC=CC=1.N. (2) Given the product [Br:1][C:2]1[N:3]=[C:4]([C:8](=[O:36])[C:29]([C:25]2[CH:24]=[C:23]3[C:28](=[CH:27][CH:26]=2)[N:19]=[CH:20][CH:21]=[CH:22]3)=[O:30])[CH:5]=[CH:6][CH:7]=1, predict the reactants needed to synthesize it. The reactants are: [Br:1][C:2]1[CH:7]=[CH:6][CH:5]=[C:4]([CH3:8])[N:3]=1.C[Si]([N-][Si](C)(C)C)(C)C.[Na+].[N:19]1[C:28]2[C:23](=[CH:24][C:25]([C:29](OC)=[O:30])=[CH:26][CH:27]=2)[CH:22]=[CH:21][CH:20]=1.C1C[O:36]CC1. (3) Given the product [C:27]([NH:31][S:32]([C:35]1[S:36][C:37]([C:2]2[CH:7]=[CH:6][CH:5]=[C:4]([C:8]3[N:13]=[C:12]([CH:14]([F:16])[F:15])[CH:11]=[C:10]([C:17]4[CH:18]=[N:19][C:20]([C:23]([F:24])([F:26])[F:25])=[CH:21][CH:22]=4)[N:9]=3)[CH:3]=2)=[CH:38][CH:39]=1)(=[O:33])=[O:34])([CH3:30])([CH3:28])[CH3:29], predict the reactants needed to synthesize it. The reactants are: Br[C:2]1[CH:3]=[C:4]([C:8]2[N:13]=[C:12]([CH:14]([F:16])[F:15])[CH:11]=[C:10]([C:17]3[CH:18]=[N:19][C:20]([C:23]([F:26])([F:25])[F:24])=[CH:21][CH:22]=3)[N:9]=2)[CH:5]=[CH:6][CH:7]=1.[C:27]([NH:31][S:32]([C:35]1[S:36][C:37](B2OC(C)(C)C(C)(C)O2)=[CH:38][CH:39]=1)(=[O:34])=[O:33])([CH3:30])([CH3:29])[CH3:28]. (4) Given the product [Cl:22][C:19]1[CH:18]=[CH:17][C:16]([O:15][CH:13]2[CH2:14][N:11]([CH2:10][CH2:9][C@H:8]([NH2:7])[CH3:23])[CH2:12]2)=[CH:21][CH:20]=1, predict the reactants needed to synthesize it. The reactants are: C(OC(=O)[NH:7][C@H:8]([CH3:23])[CH2:9][CH2:10][N:11]1[CH2:14][CH:13]([O:15][C:16]2[CH:21]=[CH:20][C:19]([Cl:22])=[CH:18][CH:17]=2)[CH2:12]1)(C)(C)C.FC(F)(F)C(O)=O. (5) Given the product [CH:1]1([CH:7]2[CH2:19][C:18]3[C:17]4[C:12](=[CH:13][CH:14]=[C:15]([C:20]([N:22]([CH2:24][C:25]([NH:27][CH:28]5[CH2:29][CH2:30]5)=[O:26])[CH3:23])=[O:21])[CH:16]=4)[N:11]([S:36]([CH:33]([CH3:35])[CH3:34])(=[O:38])=[O:37])[C:10]=3[CH2:9][CH2:8]2)[CH2:2][CH2:3][CH2:4][CH2:5][CH2:6]1, predict the reactants needed to synthesize it. The reactants are: [CH:1]1([CH:7]2[CH2:19][C:18]3[C:17]4[C:12](=[CH:13][CH:14]=[C:15]([C:20]([N:22]([CH2:24][C:25]([NH:27][CH:28]5[CH2:30][CH2:29]5)=[O:26])[CH3:23])=[O:21])[CH:16]=4)[NH:11][C:10]=3[CH2:9][CH2:8]2)[CH2:6][CH2:5][CH2:4][CH2:3][CH2:2]1.[H-].[Na+].[CH:33]([S:36](Cl)(=[O:38])=[O:37])([CH3:35])[CH3:34].